From a dataset of Peptide-MHC class II binding affinity with 134,281 pairs from IEDB. Regression. Given a peptide amino acid sequence and an MHC pseudo amino acid sequence, predict their binding affinity value. This is MHC class II binding data. (1) The peptide sequence is APEVKYTVFETALKK. The MHC is DRB1_1602 with pseudo-sequence DRB1_1602. The binding affinity (normalized) is 0.575. (2) The peptide sequence is SQDLELSWHLNGLQAY. The MHC is HLA-DQA10301-DQB10302 with pseudo-sequence HLA-DQA10301-DQB10302. The binding affinity (normalized) is 0.469. (3) The peptide sequence is IEEIEVAPPKAHEVR. The MHC is H-2-IAb with pseudo-sequence YSYFLASGGQVVHVLYFGYTYHDIRTETVHGPHT. The binding affinity (normalized) is 0. (4) The peptide sequence is IFSQNMNIKLQMPLY. The MHC is DRB1_1602 with pseudo-sequence DRB1_1602. The binding affinity (normalized) is 0.360. (5) The peptide sequence is LIEKINAGFKAAVAA. The MHC is HLA-DQA10201-DQB10202 with pseudo-sequence HLA-DQA10201-DQB10202. The binding affinity (normalized) is 0.